Dataset: Full USPTO retrosynthesis dataset with 1.9M reactions from patents (1976-2016). Task: Predict the reactants needed to synthesize the given product. (1) Given the product [CH3:18][C:19]1[CH:20]=[CH:21][C:22]([NH:31][C:2]2[C:3]3[C:8](=[N:7][C:6]([CH2:12][CH2:13][CH3:14])=[CH:5][CH:4]=3)[N:9]=[CH:10][CH:11]=2)=[C:23]([C:25]2[CH:30]=[CH:29][CH:28]=[CH:27][CH:26]=2)[CH:24]=1, predict the reactants needed to synthesize it. The reactants are: Cl[C:2]1[CH:11]=[CH:10][N:9]=[C:8]2[C:3]=1[CH:4]=[CH:5][C:6]([CH2:12][CH2:13][CH3:14])=[N:7]2.C(O)C.[CH3:18][C:19]1[CH:20]=[CH:21][C:22]([NH2:31])=[C:23]([C:25]2[CH:30]=[CH:29][CH:28]=[CH:27][CH:26]=2)[CH:24]=1. (2) Given the product [OH:17][CH2:18][CH2:19][O:20][CH2:21][CH2:22][O:23][C:24]1[CH:25]=[C:26]([C:30]([CH2:31][CH3:32])=[C:8]([C:10]2[CH:15]=[CH:14][C:13]([OH:16])=[CH:12][CH:11]=2)[C:5]2[CH:6]=[CH:7][C:2]([OH:1])=[CH:3][CH:4]=2)[CH:27]=[CH:28][CH:29]=1, predict the reactants needed to synthesize it. The reactants are: [OH:1][C:2]1[CH:7]=[CH:6][C:5]([C:8]([C:10]2[CH:15]=[CH:14][C:13]([OH:16])=[CH:12][CH:11]=2)=O)=[CH:4][CH:3]=1.[OH:17][CH2:18][CH2:19][O:20][CH2:21][CH2:22][O:23][C:24]1[CH:25]=[C:26]([C:30](=O)[CH2:31][CH3:32])[CH:27]=[CH:28][CH:29]=1. (3) Given the product [NH2:30][C:28](=[O:29])[CH2:27][C:22]1([NH:21][C:18]([C:7]2[CH:6]=[CH:5][C:4]([CH:1]3[CH2:2][CH2:3]3)=[C:9]([CH2:10][C:11]3[CH:12]=[CH:13][C:14]([F:17])=[CH:15][CH:16]=3)[N:8]=2)=[O:20])[CH2:26][CH2:25][O:24][CH2:23]1, predict the reactants needed to synthesize it. The reactants are: [CH:1]1([C:4]2[CH:5]=[CH:6][C:7]([C:18]([OH:20])=O)=[N:8][C:9]=2[CH2:10][C:11]2[CH:16]=[CH:15][C:14]([F:17])=[CH:13][CH:12]=2)[CH2:3][CH2:2]1.[NH2:21][C:22]1([CH2:27][C:28]([NH2:30])=[O:29])[CH2:26][CH2:25][O:24][CH2:23]1.CCN(C(C)C)C(C)C.